Dataset: Catalyst prediction with 721,799 reactions and 888 catalyst types from USPTO. Task: Predict which catalyst facilitates the given reaction. Reactant: F[C:2]1[CH:7]=[CH:6][C:5]([C:8]([CH3:13])([CH3:12])[CH2:9][O:10][CH3:11])=[CH:4][C:3]=1[N+:14]([O-:16])=[O:15].[N-:17]=[N+:18]=[N-:19].[Na+]. Product: [N:17]([C:2]1[CH:7]=[CH:6][C:5]([C:8]([CH3:13])([CH3:12])[CH2:9][O:10][CH3:11])=[CH:4][C:3]=1[N+:14]([O-:16])=[O:15])=[N+:18]=[N-:19]. The catalyst class is: 3.